From a dataset of Full USPTO retrosynthesis dataset with 1.9M reactions from patents (1976-2016). Predict the reactants needed to synthesize the given product. (1) Given the product [CH:8]12[O:14][CH:11]([CH2:12][CH2:13]1)[CH2:10][CH:9]2[C:15]1([OH:17])[CH2:6][CH2:5][CH2:4][CH2:3]1, predict the reactants needed to synthesize it. The reactants are: [Mg].Br[CH2:3][CH2:4][CH2:5][CH2:6]Br.[CH:8]12[O:14][CH:11]([CH2:12][CH2:13]1)[CH2:10][CH:9]2[C:15]([O:17]C)=O.[Cl-].[NH4+]. (2) Given the product [Cl:1][C:2]1[CH:10]=[CH:9][C:5]([C:6]([O:8][CH3:17])=[O:7])=[CH:4][C:3]=1[OH:11], predict the reactants needed to synthesize it. The reactants are: [Cl:1][C:2]1[CH:10]=[CH:9][C:5]([C:6]([OH:8])=[O:7])=[CH:4][C:3]=1[OH:11].OS(O)(=O)=O.[CH3:17]O. (3) Given the product [NH2:23][C:11]1[N:10]=[C:9]([C:6]2[CH:5]=[CH:4][C:3]([O:2][CH3:1])=[CH:8][CH:7]=2)[C:14]([C:15]2[CH:20]=[CH:19][C:18](=[O:21])[NH:17][N:16]=2)=[CH:13][N:12]=1, predict the reactants needed to synthesize it. The reactants are: [CH3:1][O:2][C:3]1[CH:8]=[CH:7][C:6]([C:9]2[C:14]([C:15]3[N:16]=[N:17][C:18]([O:21]C)=[CH:19][CH:20]=3)=[CH:13][N:12]=[C:11]([NH2:23])[N:10]=2)=[CH:5][CH:4]=1.O.[OH-].[Na+]. (4) Given the product [CH:5]([C:4]1[CH:3]=[C:2]([F:1])[C:9]([O:10][C:13]2[CH:20]=[CH:19][C:16]([C:17]#[N:18])=[CH:15][N:14]=2)=[C:8]([F:11])[CH:7]=1)=[O:6], predict the reactants needed to synthesize it. The reactants are: [F:1][C:2]1[CH:3]=[C:4]([CH:7]=[C:8]([F:11])[C:9]=1[OH:10])[CH:5]=[O:6].Cl[C:13]1[CH:20]=[CH:19][C:16]([C:17]#[N:18])=[CH:15][N:14]=1.C([O-])([O-])=O.[K+].[K+]. (5) Given the product [C:22]([O:10][C@@H:9]1[C@@H:11]([CH2:12][O:13][C:18](=[O:21])[CH3:19])[O:14][C@@H:7]([N:6]2[CH:15]=[C:2]([I:1])[C:3](=[O:17])[NH:4][C:5]2=[O:16])[CH2:8]1)(=[O:24])[CH3:23], predict the reactants needed to synthesize it. The reactants are: [I:1][C:2]1[C:3](=[O:17])[NH:4][C:5](=[O:16])[N:6]([CH:15]=1)[C@@H:7]1[O:14][C@H:11]([CH2:12][OH:13])[C@@H:9]([OH:10])[CH2:8]1.[C:18]([OH:21])(=O)[CH3:19].[C:22](OC(=O)C)(=[O:24])[CH3:23]. (6) Given the product [CH2:1]([NH:3][C:4]([CH:5]([C:12]1[CH:13]=[CH:14][CH:15]=[CH:16][CH:17]=1)[CH:6]1[CH2:7][CH2:8][N:9]([C:20]2[CH:33]=[CH:32][C:23]([C:24]([NH:26][CH:27]([CH2:28][CH3:29])[CH2:30][CH3:31])=[O:25])=[CH:22][C:21]=2[F:34])[CH2:10][CH2:11]1)=[O:18])[CH3:2], predict the reactants needed to synthesize it. The reactants are: [CH2:1]([NH:3][C:4](=[O:18])[CH:5]([C:12]1[CH:17]=[CH:16][CH:15]=[CH:14][CH:13]=1)[CH:6]1[CH2:11][CH2:10][NH:9][CH2:8][CH2:7]1)[CH3:2].Br[C:20]1[CH:33]=[CH:32][C:23]([C:24]([NH:26][CH:27]([CH2:30][CH3:31])[CH2:28][CH3:29])=[O:25])=[CH:22][C:21]=1[F:34].CC(C1C=C(C(C)C)C(C2C=CC=CC=2P(C2CCCCC2)C2CCCCC2)=C(C(C)C)C=1)C.CC([O-])(C)C.[Na+].